The task is: Predict which catalyst facilitates the given reaction.. This data is from Catalyst prediction with 721,799 reactions and 888 catalyst types from USPTO. (1) Reactant: [H-].[Na+].[C:3]([C:5]1[CH:6]=[C:7]2[C:11](=[CH:12][CH:13]=1)[NH:10][C:9](=[O:14])[CH2:8]2)#[N:4].[Cl:15][C:16]1[C:25]2[C:20](=[CH:21][C:22]([O:26][CH2:27][CH2:28][N:29]3[CH2:34][CH2:33][O:32][CH2:31][CH2:30]3)=[CH:23][CH:24]=2)[N:19]=[CH:18][N:17]=1. Product: [ClH:15].[ClH:15].[OH:14][C:9]1[NH:10][C:11]2[C:7]([C:8]=1[C:16]1[C:25]3[C:20](=[CH:21][C:22]([O:26][CH2:27][CH2:28][N:29]4[CH2:34][CH2:33][O:32][CH2:31][CH2:30]4)=[CH:23][CH:24]=3)[N:19]=[CH:18][N:17]=1)=[CH:6][C:5]([C:3]#[N:4])=[CH:13][CH:12]=2. The catalyst class is: 9. (2) Reactant: [CH3:1][C:2]1[C:3](=[O:36])[N:4](C(C2C=CC=CC=2)=O)[C:5](=[O:27])[N:6]([CH2:8][CH2:9][CH2:10][N:11]2[CH2:16][C@H:15]3[C@:13]([C:17]4[CH:22]=[CH:21][C:20]([C:23]([F:26])([F:25])[F:24])=[CH:19][CH:18]=4)([CH2:14]3)[CH2:12]2)[N:7]=1.CO. Product: [CH3:1][C:2]1[C:3](=[O:36])[NH:4][C:5](=[O:27])[N:6]([CH2:8][CH2:9][CH2:10][N:11]2[CH2:16][C@H:15]3[C@:13]([C:17]4[CH:22]=[CH:21][C:20]([C:23]([F:26])([F:25])[F:24])=[CH:19][CH:18]=4)([CH2:14]3)[CH2:12]2)[N:7]=1. The catalyst class is: 328. (3) Reactant: O.[N:2]([CH:5]([C:7]1[S:11][C:10]([C:12]2[CH2:16][C:15]([C:21]3[CH:26]=[C:25]([Cl:27])[CH:24]=[C:23]([Cl:28])[CH:22]=3)([C:17]([F:20])([F:19])[F:18])[O:14][N:13]=2)=[CH:9][C:8]=1[CH3:29])[CH3:6])=[N+]=[N-].C1(P(C2C=CC=CC=2)C2C=CC=CC=2)C=CC=CC=1. Product: [Cl:28][C:23]1[CH:22]=[C:21]([C:15]2([C:17]([F:18])([F:20])[F:19])[O:14][N:13]=[C:12]([C:10]3[S:11][C:7]([CH:5]([NH2:2])[CH3:6])=[C:8]([CH3:29])[CH:9]=3)[CH2:16]2)[CH:26]=[C:25]([Cl:27])[CH:24]=1. The catalyst class is: 7. (4) Reactant: I[C:2]1[CH:7]=[CH:6][C:5]([C:8]2[N:9]([C:19]3[CH:20]=[N:21][CH:22]=[CH:23][CH:24]=3)[CH:10]=[C:11]([C:13]3[CH:18]=[CH:17][CH:16]=[CH:15][N:14]=3)[N:12]=2)=[CH:4][CH:3]=1.Cl.Cl.[CH3:27][N:28]([CH3:40])[CH2:29][CH2:30][C:31]1[C:39]2[C:34](=[N:35][CH:36]=[CH:37][CH:38]=2)[NH:33][CH:32]=1.[O-]P([O-])([O-])=O.[K+].[K+].[K+].N[C@@H]1CCCC[C@H]1N. Product: [CH3:40][N:28]([CH3:27])[CH2:29][CH2:30][C:31]1[C:39]2[C:34](=[N:35][CH:36]=[CH:37][CH:38]=2)[N:33]([C:2]2[CH:7]=[CH:6][C:5]([C:8]3[N:9]([C:19]4[CH:20]=[N:21][CH:22]=[CH:23][CH:24]=4)[CH:10]=[C:11]([C:13]4[CH:18]=[CH:17][CH:16]=[CH:15][N:14]=4)[N:12]=3)=[CH:4][CH:3]=2)[CH:32]=1. The catalyst class is: 246. (5) Reactant: [C:1]([C@@H:3]([NH:5][C:6](=[O:12])[O:7][C:8]([CH3:11])([CH3:10])[CH3:9])[CH3:4])#[N:2].C(N(CC)CC)C.[NH2:20][OH:21]. Product: [NH2:2]/[C:1](=[N:20]\[OH:21])/[C@@H:3]([NH:5][C:6](=[O:12])[O:7][C:8]([CH3:11])([CH3:10])[CH3:9])[CH3:4]. The catalyst class is: 8. (6) Reactant: [CH2:1]([O:3][C:4](=[O:11])[C@H:5]1[O:10][C@@H:6]1[C:7]([OH:9])=O)[CH3:2].C(N(CC)CC)C.C(Cl)(=O)C(Cl)=O.[S:25]1[C:29]2[CH:30]=[CH:31][CH:32]=[CH:33][C:28]=2[N:27]=[C:26]1[NH:34][C:35](=[O:51])[C:36]1[CH:41]=[CH:40][C:39]([NH:42][CH2:43][C:44]2[CH:49]=[CH:48][C:47]([F:50])=[CH:46][CH:45]=2)=[CH:38][CH:37]=1. Product: [CH2:1]([O:3][C:4]([C@@H:5]1[C@@H:6]([C:7](=[O:9])[N:42]([C:39]2[CH:38]=[CH:37][C:36]([C:35](=[O:51])[NH:34][C:26]3[S:25][C:29]4[CH:30]=[CH:31][CH:32]=[CH:33][C:28]=4[N:27]=3)=[CH:41][CH:40]=2)[CH2:43][C:44]2[CH:49]=[CH:48][C:47]([F:50])=[CH:46][CH:45]=2)[O:10]1)=[O:11])[CH3:2]. The catalyst class is: 217. (7) Reactant: [H-].[Na+].[NH:3]([C:11]([O:13][C:14]([CH3:17])([CH3:16])[CH3:15])=[O:12])[C:4]([O:6][C:7]([CH3:10])([CH3:9])[CH3:8])=[O:5].Br[CH2:19][C:20]1[C:27]([O:28][CH3:29])=[CH:26][C:23]([C:24]#[N:25])=[CH:22][C:21]=1[O:30][CH3:31]. Product: [C:24]([C:23]1[CH:22]=[C:21]([O:30][CH3:31])[C:20]([CH2:19][N:3]([C:4]([O:6][C:7]([CH3:8])([CH3:9])[CH3:10])=[O:5])[C:11]([O:13][C:14]([CH3:17])([CH3:16])[CH3:15])=[O:12])=[C:27]([O:28][CH3:29])[CH:26]=1)#[N:25]. The catalyst class is: 18. (8) Reactant: Cl[CH2:2][C:3]1[CH:4]=[C:5]([C:9]2[S:17][C:16]3[C:11](=[N:12][CH:13]=[CH:14][C:15]=3[O:18][C:19]3[CH:24]=[CH:23][C:22]([N+:25]([O-:27])=[O:26])=[CH:21][C:20]=3[F:28])[CH:10]=2)[CH:6]=[CH:7][CH:8]=1.[CH3:29][NH:30][CH3:31]. Product: [F:28][C:20]1[CH:21]=[C:22]([N+:25]([O-:27])=[O:26])[CH:23]=[CH:24][C:19]=1[O:18][C:15]1[CH:14]=[CH:13][N:12]=[C:11]2[CH:10]=[C:9]([C:5]3[CH:4]=[C:3]([CH2:2][N:30]([CH3:31])[CH3:29])[CH:8]=[CH:7][CH:6]=3)[S:17][C:16]=12. The catalyst class is: 9.